From a dataset of Forward reaction prediction with 1.9M reactions from USPTO patents (1976-2016). Predict the product of the given reaction. Given the reactants [CH3:1][N:2]1[CH:6]=[C:5]([N:7]2[C:15]3[C:10](=[CH:11][CH:12]=[CH:13][CH:14]=3)[C:9]([C:16]([O:18]C)=[O:17])=[CH:8]2)[CH:4]=[N:3]1.C(O)(C(F)(F)F)=O.[OH-].[K+].[ClH:29], predict the reaction product. The product is: [ClH:29].[CH3:1][N:2]1[CH:6]=[C:5]([N:7]2[C:15]3[C:10](=[CH:11][CH:12]=[CH:13][CH:14]=3)[C:9]([C:16]([OH:18])=[O:17])=[CH:8]2)[CH:4]=[N:3]1.